Task: Predict the product of the given reaction.. Dataset: Forward reaction prediction with 1.9M reactions from USPTO patents (1976-2016) (1) Given the reactants [Cl:1][C:2]1[CH:7]=[CH:6][C:5]([C:8](=O)[CH2:9][N:10]2[CH:14]=[CH:13][CH:12]=[C:11]2[C:15]([O:17]C)=O)=[CH:4][CH:3]=1.[CH2:20]([NH2:24])[CH2:21][CH2:22][NH2:23], predict the reaction product. The product is: [Cl:1][C:2]1[CH:3]=[CH:4][C:5]([C:8]23[CH2:9][N:10]4[CH:14]=[CH:13][CH:12]=[C:11]4[C:15](=[O:17])[N:23]2[CH2:22][CH2:21][CH2:20][NH:24]3)=[CH:6][CH:7]=1. (2) Given the reactants CN(C(O[N:9]1N=N[C:11]2[CH:12]=[CH:13][CH:14]=[N:15][C:10]1=2)=[N+](C)C)C.F[P-](F)(F)(F)(F)F.[C:25]([O:29][C:30]([N:32]1[CH2:37][CH2:36][C:35]([C:41]#[N:42])([C:38](O)=[O:39])[CH2:34][CH2:33]1)=[O:31])([CH3:28])([CH3:27])[CH3:26].CCN(C(C)C)C(C)C.NC1C=CC=CN=1, predict the reaction product. The product is: [C:41]([C:35]1([C:38](=[O:39])[NH:9][C:10]2[CH:11]=[CH:12][CH:13]=[CH:14][N:15]=2)[CH2:36][CH2:37][N:32]([C:30]([O:29][C:25]([CH3:26])([CH3:27])[CH3:28])=[O:31])[CH2:33][CH2:34]1)#[N:42]. (3) Given the reactants [F:1][C:2]1[CH:7]=[CH:6][C:5]([C:8]2[O:9][C:10]3[CH:20]=[C:19]([N:21]([CH3:26])[S:22]([CH3:25])(=[O:24])=[O:23])[C:18](B4OC(C)(C)C(C)(C)O4)=[CH:17][C:11]=3[C:12]=2[C:13]([NH:15][CH3:16])=[O:14])=[CH:4][CH:3]=1.Cl[C:37]1[N:42]=[C:41]([C:43]2[CH:51]=[C:46]3[CH:47]=[CH:48][CH:49]=[CH:50][N:45]3[N:44]=2)[C:40]([O:52][CH3:53])=[CH:39][CH:38]=1.CC(C1C=C(C(C)C)C(C2C=CC=CC=2P(C2CCCCC2)C2CCCCC2)=C(C(C)C)C=1)C.[O-]P([O-])([O-])=O.[K+].[K+].[K+], predict the reaction product. The product is: [F:1][C:2]1[CH:3]=[CH:4][C:5]([C:8]2[O:9][C:10]3[CH:20]=[C:19]([N:21]([CH3:26])[S:22]([CH3:25])(=[O:23])=[O:24])[C:18]([C:37]4[CH:38]=[CH:39][C:40]([O:52][CH3:53])=[C:41]([C:43]5[CH:51]=[C:46]6[CH:47]=[CH:48][CH:49]=[CH:50][N:45]6[N:44]=5)[N:42]=4)=[CH:17][C:11]=3[C:12]=2[C:13]([NH:15][CH3:16])=[O:14])=[CH:6][CH:7]=1. (4) Given the reactants [CH3:1][S-:2].[Na+].Br[C:5]1[CH:10]=[C:9]([Cl:11])[N:8]=[N:7][C:6]=1[NH2:12], predict the reaction product. The product is: [Cl:11][C:9]1[N:8]=[N:7][C:6]([NH2:12])=[C:5]([S:2][CH3:1])[CH:10]=1. (5) Given the reactants BrCCBr.C[Si](Cl)(C)C.[CH3:10][O:11][C:12](=[O:22])/[C:13](/I)=[CH:14]\[CH:15]1[CH2:20][CH2:19][CH2:18][CH2:17][CH2:16]1.C1(P(C2C=CC=CC=2)C2C=CC=CC=2)C=CC=CC=1.[Cl:42][C:43]1[CH:48]=[C:47](I)[CH:46]=[CH:45][C:44]=1[N:50]1[C:54]([C:55]([F:58])([F:57])[F:56])=[N:53][N:52]=[N:51]1.[Cl-].[NH4+], predict the reaction product. The product is: [CH3:10][O:11][C:12](=[O:22])/[C:13](/[C:47]1[CH:46]=[CH:45][C:44]([N:50]2[C:54]([C:55]([F:56])([F:57])[F:58])=[N:53][N:52]=[N:51]2)=[C:43]([Cl:42])[CH:48]=1)=[CH:14]/[CH:15]1[CH2:20][CH2:19][CH2:18][CH2:17][CH2:16]1. (6) Given the reactants C[O:2][C:3]([C@@H:5]1[C@@H:10]([C:11]2[CH:16]=[CH:15][C:14]([O:17][CH2:18][C:19]3[O:23][N:22]=[C:21]([C:24]4[C:29]([F:30])=[CH:28][CH:27]=[C:26]([F:31])[C:25]=4[Cl:32])[CH:20]=3)=[CH:13][CH:12]=2)[CH2:9][CH2:8][N:7]([C:33]([O:35][C:36]([CH3:39])([CH3:38])[CH3:37])=[O:34])[CH2:6]1)=[O:4].[OH-].[Na+].Cl, predict the reaction product. The product is: [C:36]([O:35][C:33]([N:7]1[CH2:8][CH2:9][C@H:10]([C:11]2[CH:12]=[CH:13][C:14]([O:17][CH2:18][C:19]3[O:23][N:22]=[C:21]([C:24]4[C:29]([F:30])=[CH:28][CH:27]=[C:26]([F:31])[C:25]=4[Cl:32])[CH:20]=3)=[CH:15][CH:16]=2)[C@@H:5]([C:3]([OH:4])=[O:2])[CH2:6]1)=[O:34])([CH3:39])([CH3:37])[CH3:38].